Predict the product of the given reaction. From a dataset of Forward reaction prediction with 1.9M reactions from USPTO patents (1976-2016). (1) Given the reactants [H-].[Na+].[N+:3]([C:6]1[C:14]2[N:13]=[CH:12][NH:11][C:10]=2[CH:9]=[CH:8][CH:7]=1)([O-:5])=[O:4].[CH2:15](I)[CH3:16], predict the reaction product. The product is: [CH2:15]([N:13]1[C:14]2[C:6]([N+:3]([O-:5])=[O:4])=[CH:7][CH:8]=[CH:9][C:10]=2[N:11]=[CH:12]1)[CH3:16]. (2) Given the reactants [CH3:1][N:2]1[CH2:7][CH2:6][CH:5]([C:8](Cl)=[O:9])[CH2:4][CH2:3]1.Cl.[NH2:12][C:13]1[S:14][C:15]([C:19](=[O:21])[CH3:20])=[C:16]([CH3:18])[N:17]=1.C(N(CC)C(C)C)(C)C, predict the reaction product. The product is: [C:19]([C:15]1[S:14][C:13]([NH:12][C:8]([CH:5]2[CH2:6][CH2:7][N:2]([CH3:1])[CH2:3][CH2:4]2)=[O:9])=[N:17][C:16]=1[CH3:18])(=[O:21])[CH3:20].